Dataset: Human liver microsome stability data. Task: Regression/Classification. Given a drug SMILES string, predict its absorption, distribution, metabolism, or excretion properties. Task type varies by dataset: regression for continuous measurements (e.g., permeability, clearance, half-life) or binary classification for categorical outcomes (e.g., BBB penetration, CYP inhibition). Dataset: hlm. (1) The compound is O=C(NCc1ccccc1)c1ccc(N2CCN(S(=O)(=O)c3cccc(Cl)c3Cl)CC2)nn1. The result is 1 (stable in human liver microsomes). (2) The molecule is CC(C)CC(C(=O)c1ccc(OCCN(C)C)cc1)c1ccccc1C1CC1. The result is 1 (stable in human liver microsomes). (3) The molecule is NCCNS(=O)(=O)c1ccc(NC2CCCCC2)c(NCc2ccccc2)c1. The result is 0 (unstable in human liver microsomes). (4) The compound is Cc1nc2c(C(F)(F)F)cccc2n1-c1cccc(Oc2cccc(S(=O)(=O)CCCO)c2)c1. The result is 1 (stable in human liver microsomes). (5) The drug is O=C(NCC1CCC(F)(F)CC1)NC1CCN(c2ncnc3c2nc(-c2ccccc2Cl)n3-c2ccc(Cl)cc2)CC1. The result is 1 (stable in human liver microsomes). (6) The compound is CCOc1cc(NC(=O)C2(NC(=O)c3ccc4c(C5CCCC5)c(-c5ncc(Cl)cn5)n(C)c4c3)CCC2)ccc1C=CC(=O)OCC(=O)OC. The result is 0 (unstable in human liver microsomes). (7) The compound is C[C@H](CCCC(C)(C)O)[C@H]1CC[C@H]2[C@@H](OC(=O)c3cccc(O)c3)CCC[C@]12C. The result is 0 (unstable in human liver microsomes). (8) The drug is C[C@@H]1CN(c2ccc(F)cc2C(F)(F)F)CCN1S(=O)(=O)c1ncc([C@](O)(C(N)=O)C(F)(F)F)s1. The result is 1 (stable in human liver microsomes). (9) The drug is O=[N+]([O-])c1ccc(C2=NOC(c3ccc(N4CCOCC4)nc3)C2)o1. The result is 0 (unstable in human liver microsomes).